From a dataset of Merck oncology drug combination screen with 23,052 pairs across 39 cell lines. Regression. Given two drug SMILES strings and cell line genomic features, predict the synergy score measuring deviation from expected non-interaction effect. (1) Drug 1: O=C(O)C1(Cc2cccc(Nc3nccs3)n2)CCC(Oc2cccc(Cl)c2F)CC1. Drug 2: NC1CCCCC1N.O=C(O)C(=O)O.[Pt+2]. Cell line: RKO. Synergy scores: synergy=3.97. (2) Drug 1: CC1CC2C3CCC4=CC(=O)C=CC4(C)C3(F)C(O)CC2(C)C1(O)C(=O)CO. Drug 2: CCc1cnn2c(NCc3ccc[n+]([O-])c3)cc(N3CCCCC3CCO)nc12. Cell line: NCIH2122. Synergy scores: synergy=8.09. (3) Drug 1: Cc1nc(Nc2ncc(C(=O)Nc3c(C)cccc3Cl)s2)cc(N2CCN(CCO)CC2)n1. Drug 2: CCc1c2c(nc3ccc(O)cc13)-c1cc3c(c(=O)n1C2)COC(=O)C3(O)CC. Cell line: UACC62. Synergy scores: synergy=26.9. (4) Drug 1: CCN(CC)CCNC(=O)c1c(C)[nH]c(C=C2C(=O)Nc3ccc(F)cc32)c1C. Drug 2: COC1CC2CCC(C)C(O)(O2)C(=O)C(=O)N2CCCCC2C(=O)OC(C(C)CC2CCC(OP(C)(C)=O)C(OC)C2)CC(=O)C(C)C=C(C)C(O)C(OC)C(=O)C(C)CC(C)C=CC=CC=C1C. Cell line: DLD1. Synergy scores: synergy=32.9.